From a dataset of Full USPTO retrosynthesis dataset with 1.9M reactions from patents (1976-2016). Predict the reactants needed to synthesize the given product. (1) The reactants are: [F:1][C:2]([F:33])([F:32])[C:3]1[CH:8]=[CH:7][N:6]=[C:5]([NH:9][C:10]2[CH:11]=[C:12]([C:16]3[N:17]=[C:18]([N:21]4[CH2:26][CH2:25][CH:24]([C:27]([O:29]CC)=[O:28])[CH2:23][CH2:22]4)[S:19][CH:20]=3)[CH:13]=[CH:14][CH:15]=2)[N:4]=1.[OH-].[Li+]. Given the product [F:33][C:2]([F:1])([F:32])[C:3]1[CH:8]=[CH:7][N:6]=[C:5]([NH:9][C:10]2[CH:11]=[C:12]([C:16]3[N:17]=[C:18]([N:21]4[CH2:22][CH2:23][CH:24]([C:27]([OH:29])=[O:28])[CH2:25][CH2:26]4)[S:19][CH:20]=3)[CH:13]=[CH:14][CH:15]=2)[N:4]=1, predict the reactants needed to synthesize it. (2) Given the product [CH3:1][C:2]1[N:25]([CH3:26])[C:5]2[CH:6]=[C:7]([C:22]([N:49]3[CH2:54][CH2:53][O:52][CH2:51][CH2:50]3)=[O:23])[C:8]3[CH2:9][CH2:10][C:11]4([NH:20][C:21]=3[C:4]=2[N:3]=1)[CH2:19][C:18]1[C:13](=[CH:14][CH:15]=[CH:16][CH:17]=1)[CH2:12]4, predict the reactants needed to synthesize it. The reactants are: [CH3:1][C:2]1[N:25]([CH3:26])[C:5]2[CH:6]=[C:7]([C:22](O)=[O:23])[C:8]3[CH2:9][CH2:10][C:11]4([NH:20][C:21]=3[C:4]=2[N:3]=1)[CH2:19][C:18]1[C:13](=[CH:14][CH:15]=[CH:16][CH:17]=1)[CH2:12]4.CN(C(ON1N=NC2C=CC=CC1=2)=[N+](C)C)C.[B-](F)(F)(F)F.[NH:49]1[CH2:54][CH2:53][O:52][CH2:51][CH2:50]1.